From a dataset of Reaction yield outcomes from USPTO patents with 853,638 reactions. Predict the reaction yield, written as a fraction of the theoretical maximum amount of product (1.0 means a 100% yield; for example, 0.34 means a 34% yield). (1) The reactants are [Li]C(CC)C.C1CCCCC1.C(=O)=O.CC(C)=O.[CH2:19]([NH:21][C:22]([C:24]1[CH:28]=[CH:27][S:26][CH:25]=1)=[O:23])[CH3:20].CN(CCN(C)C)C.[CH3:37][Si:38](Cl)([CH3:40])[CH3:39]. The product is [CH2:19]([NH:21][C:22]([C:24]1[CH:28]=[CH:27][S:26][C:25]=1[Si:38]([CH3:40])([CH3:39])[CH3:37])=[O:23])[CH3:20]. The catalyst is C1COCC1. The yield is 0.280. (2) The reactants are [Cl:1][C:2]1[CH:7]=[CH:6][N:5]=[C:4]([CH2:8][C:9]([C:11]2[CH:16]=[CH:15][C:14]([F:17])=[CH:13][CH:12]=2)=O)[CH:3]=1.Cl.[NH2:19][OH:20].[OH-].[Na+]. The catalyst is CO. The product is [Cl:1][C:2]1[CH:7]=[CH:6][N:5]=[C:4]([CH2:8][C:9]([C:11]2[CH:16]=[CH:15][C:14]([F:17])=[CH:13][CH:12]=2)=[N:19][OH:20])[CH:3]=1. The yield is 0.840. (3) The reactants are [CH2:1]([C:4]1[C:9]([OH:10])=[CH:8][CH:7]=[CH:6][N:5]=1)[CH2:2][CH3:3].[I:11]I. The catalyst is C(O)C.O. The product is [I:11][C:6]1[N:5]=[C:4]([CH2:1][CH2:2][CH3:3])[C:9]([OH:10])=[CH:8][CH:7]=1. The yield is 0.600. (4) The reactants are [Br:1][C:2]1[CH:10]=[C:9]2[C:5]([C:6]([F:11])=[N:7][NH:8]2)=[CH:4][CH:3]=1.[C:12](=O)([O-])[O-].[Cs+].[Cs+].IC. The catalyst is C(#N)C. The product is [Br:1][C:2]1[CH:10]=[C:9]2[C:5]([C:6]([F:11])=[N:7][N:8]2[CH3:12])=[CH:4][CH:3]=1. The yield is 0.380. (5) No catalyst specified. The yield is 0.240. The product is [OH:20][CH2:19][CH2:18][C:17]1[N:16]=[C:15]([O:14][CH2:13][C:3]2[C:4]([C:7]3[CH:12]=[CH:11][CH:10]=[CH:9][N:8]=3)=[N:5][O:6][C:2]=2[CH3:1])[CH:23]=[CH:22][C:50]=1[C:49]([NH2:48])=[O:51]. The reactants are [CH3:1][C:2]1[O:6][N:5]=[C:4]([C:7]2[CH:12]=[CH:11][CH:10]=[CH:9][N:8]=2)[C:3]=1[CH2:13][O:14][C:15]1[CH:23]=[CH:22][C:18]([C:19](O)=[O:20])=[CH:17][N:16]=1.ClC1C=C(C2C(COC3C=CC(C(O)=O)=CN=3)=C(C)ON=2)C=CC=1.[NH2:48][CH:49]([OH:51])[CH3:50]. (6) The reactants are C([N:3]1[CH2:8][CH2:7][CH:6]([C:9]2[CH:14]=[CH:13][CH:12]=[C:11]([O:15][CH:16]([CH3:18])[CH3:17])[CH:10]=2)[CH2:5][CH2:4]1)C.Cl[C:20]([O:22][C:23]1[CH:28]=[CH:27][CH:26]=[CH:25][CH:24]=1)=[O:21].[OH-].[Na+]. The catalyst is C1(C)C=CC=CC=1. The product is [C:23]1([O:22][C:20]([N:3]2[CH2:8][CH2:7][CH:6]([C:9]3[CH:14]=[CH:13][CH:12]=[C:11]([O:15][CH:16]([CH3:18])[CH3:17])[CH:10]=3)[CH2:5][CH2:4]2)=[O:21])[CH:28]=[CH:27][CH:26]=[CH:25][CH:24]=1. The yield is 0.620. (7) The reactants are I[C:2]1[CH:11]=[CH:10][C:5]([C:6]([O:8][CH3:9])=[O:7])=[CH:4][CH:3]=1.[CH3:12][Si:13]([C:16]#[CH:17])([CH3:15])[CH3:14]. The catalyst is C1(C)C=CC=CC=1.C1C=CC([P]([Pd]([P](C2C=CC=CC=2)(C2C=CC=CC=2)C2C=CC=CC=2)([P](C2C=CC=CC=2)(C2C=CC=CC=2)C2C=CC=CC=2)[P](C2C=CC=CC=2)(C2C=CC=CC=2)C2C=CC=CC=2)(C2C=CC=CC=2)C2C=CC=CC=2)=CC=1.[Cu]I. The product is [CH3:12][Si:13]([C:16]#[C:17][C:2]1[CH:11]=[CH:10][C:5]([C:6]([O:8][CH3:9])=[O:7])=[CH:4][CH:3]=1)([CH3:15])[CH3:14]. The yield is 0.960.